Task: Predict the product of the given reaction.. Dataset: Forward reaction prediction with 1.9M reactions from USPTO patents (1976-2016) (1) Given the reactants [NH2:1][C:2]1[C:6]([C:7](=[O:9])[NH2:8])=[CH:5][N:4]([CH:10]2[CH2:15][CH2:14][CH:13]([C:16]([O:18][C:19]([CH3:22])([CH3:21])[CH3:20])=[O:17])[CH2:12][CH:11]2[C:23]#[N:24])[N:3]=1.Br[C:26]1[CH:31]=[CH:30][C:29]([Cl:32])=[CH:28][CH:27]=1.CC([O-])=O.[K+].C(Cl)(Cl)Cl.CC(C1C=C(C(C)C)C(C2C(P(C(C)(C)C)C(C)(C)C)=CC=CC=2)=C(C(C)C)C=1)C.N#N, predict the reaction product. The product is: [C:7]([C:6]1[C:2]([NH:1][C:26]2[CH:31]=[CH:30][C:29]([Cl:32])=[CH:28][CH:27]=2)=[N:3][N:4]([CH:10]2[CH2:15][CH2:14][CH:13]([C:16]([O:18][C:19]([CH3:21])([CH3:20])[CH3:22])=[O:17])[CH2:12][CH:11]2[C:23]#[N:24])[CH:5]=1)(=[O:9])[NH2:8]. (2) Given the reactants [CH2:1]([O:5][C:6]1[CH:13]=[C:12]([F:14])[C:9]([CH2:10][OH:11])=[C:8]([F:15])[CH:7]=1)[CH2:2][CH2:3][CH3:4].[C:16]([O:20][C:21]([N:23]1[CH2:28][CH2:27][N:26]([C:29](Cl)=[O:30])[C@H:25]([CH2:32][CH3:33])[CH2:24]1)=[O:22])([CH3:19])([CH3:18])[CH3:17], predict the reaction product. The product is: [CH2:1]([O:5][C:6]1[CH:7]=[C:8]([F:15])[C:9]([CH2:10][O:11][C:29]([N:26]2[CH2:27][CH2:28][N:23]([C:21]([O:20][C:16]([CH3:18])([CH3:17])[CH3:19])=[O:22])[CH2:24][C@H:25]2[CH2:32][CH3:33])=[O:30])=[C:12]([F:14])[CH:13]=1)[CH2:2][CH2:3][CH3:4]. (3) Given the reactants [C:1]([C:4]1[C:5]([C:27]2[CH:32]=[CH:31][C:30]([F:33])=[C:29]([Cl:34])[CH:28]=2)=[N:6][N:7]2[CH:12]([CH2:13][CH2:14]OS(C)(=O)=O)[CH2:11][N:10]([C:20]([O:22][C:23]([CH3:26])([CH3:25])[CH3:24])=[O:21])[CH2:9][C:8]=12)(=[O:3])[NH2:2].[Li+].[B-](CC)(CC)CC, predict the reaction product. The product is: [C:1]([C:4]1[C:5]([C:27]2[CH:32]=[CH:31][C:30]([F:33])=[C:29]([Cl:34])[CH:28]=2)=[N:6][N:7]2[CH:12]([CH2:13][CH3:14])[CH2:11][N:10]([C:20]([O:22][C:23]([CH3:25])([CH3:26])[CH3:24])=[O:21])[CH2:9][C:8]=12)(=[O:3])[NH2:2]. (4) Given the reactants C([N:8]1[CH2:13][CH2:12][CH:11]([OH:14])[CH:10]([CH2:15][CH2:16][CH3:17])[CH2:9]1)C1C=CC=CC=1, predict the reaction product. The product is: [OH:14][CH:11]1[CH2:12][CH2:13][NH:8][CH2:9][CH:10]1[CH2:15][CH2:16][CH3:17]. (5) Given the reactants Br[C:2]1[CH:11]=[CH:10][C:5]([C:6]([NH:8][CH3:9])=[O:7])=[C:4]([F:12])[CH:3]=1.[C:13]([N:15]1[C:23]2[CH:22]=[CH:21][C:20]([CH3:24])=[CH:19][C:18]=2[CH:17]2[CH2:25][N:26]([CH3:29])[CH2:27][CH2:28][CH:16]12)#[CH:14].CCCC[N+](CCCC)(CCCC)CCCC.[F-], predict the reaction product. The product is: [CH3:29][N:26]1[CH2:27][CH2:28][C:16]2[N:15]([C:13]#[C:14][C:2]3[CH:11]=[CH:10][C:5]([C:6]([NH:8][CH3:9])=[O:7])=[C:4]([F:12])[CH:3]=3)[C:23]3[CH:22]=[CH:21][C:20]([CH3:24])=[CH:19][C:18]=3[C:17]=2[CH2:25]1. (6) Given the reactants [CH3:1][C:2]1[CH:8]=[C:7]([CH3:9])[C:5]([NH2:6])=[C:4]([N+:10]([O-])=O)[CH:3]=1.Cl[C:14](Cl)([O:16]C(=O)OC(Cl)(Cl)Cl)Cl.O, predict the reaction product. The product is: [CH3:9][C:7]1[C:5]2[NH:6][C:14](=[O:16])[NH:10][C:4]=2[CH:3]=[C:2]([CH3:1])[CH:8]=1. (7) Given the reactants [Cl:1][C:2]1[N:10]=[C:9]2[C:5]([NH:6][CH:7]=[N:8]2)=[C:4](Cl)[N:3]=1.O.C1(C)C=CC(S(O)(=O)=O)=CC=1.[O:24]1[CH:29]=[CH:28][CH2:27][CH2:26][CH2:25]1.O.[NH3:31], predict the reaction product. The product is: [Cl:1][C:2]1[N:10]=[C:9]2[C:5]([N:6]=[CH:7][N:8]2[CH:29]2[CH2:28][CH2:27][CH2:26][CH2:25][O:24]2)=[C:4]([NH2:31])[N:3]=1. (8) Given the reactants [OH:1][C@H:2]1[CH2:6][N:5]([CH2:7][CH2:8][N:9]2[C:18]3[C:13](=[CH:14][CH:15]=[C:16]([O:19][CH3:20])[CH:17]=3)[CH:12]=[CH:11][C:10]2=[O:21])[CH2:4][C@H:3]1[CH2:22][NH:23]C(=O)OCC1C=CC=CC=1, predict the reaction product. The product is: [NH2:23][CH2:22][C@H:3]1[C@@H:2]([OH:1])[CH2:6][N:5]([CH2:7][CH2:8][N:9]2[C:18]3[C:13](=[CH:14][CH:15]=[C:16]([O:19][CH3:20])[CH:17]=3)[CH:12]=[CH:11][C:10]2=[O:21])[CH2:4]1. (9) Given the reactants [NH2:1][C:2]1[CH:7]=[CH:6][CH:5]=[CH:4][C:3]=1[CH:8]1[N:13]2[N:14]=[C:15]([C:20]3[CH:25]=[CH:24][C:23]([O:26][CH2:27][C:28]4[CH:33]=[CH:32][CH:31]=[CH:30][CH:29]=4)=[CH:22][CH:21]=3)[C:16]([C:17]([NH2:19])=[O:18])=[C:12]2[NH:11][CH2:10][CH2:9]1.[C:34](Cl)(=[O:37])[CH:35]=[CH2:36], predict the reaction product. The product is: [C:34]([NH:1][C:2]1[CH:7]=[CH:6][CH:5]=[CH:4][C:3]=1[CH:8]1[N:13]2[N:14]=[C:15]([C:20]3[CH:25]=[CH:24][C:23]([O:26][CH2:27][C:28]4[CH:33]=[CH:32][CH:31]=[CH:30][CH:29]=4)=[CH:22][CH:21]=3)[C:16]([C:17]([NH2:19])=[O:18])=[C:12]2[NH:11][CH2:10][CH2:9]1)(=[O:37])[CH:35]=[CH2:36].